From a dataset of NCI-60 drug combinations with 297,098 pairs across 59 cell lines. Regression. Given two drug SMILES strings and cell line genomic features, predict the synergy score measuring deviation from expected non-interaction effect. Drug 1: C1=CC=C(C=C1)NC(=O)CCCCCCC(=O)NO. Drug 2: N.N.Cl[Pt+2]Cl. Cell line: TK-10. Synergy scores: CSS=20.8, Synergy_ZIP=0.818, Synergy_Bliss=14.9, Synergy_Loewe=1.44, Synergy_HSA=3.70.